Dataset: Peptide-MHC class II binding affinity with 134,281 pairs from IEDB. Task: Regression. Given a peptide amino acid sequence and an MHC pseudo amino acid sequence, predict their binding affinity value. This is MHC class II binding data. (1) The peptide sequence is VGINTRNMTMSMSMI. The MHC is HLA-DQA10201-DQB10303 with pseudo-sequence HLA-DQA10201-DQB10303. The binding affinity (normalized) is 0.677. (2) The peptide sequence is KNPVVDGNPTVDIEE. The MHC is DRB3_0301 with pseudo-sequence DRB3_0301. The binding affinity (normalized) is 0.820. (3) The binding affinity (normalized) is 0.577. The peptide sequence is HSLGKWLAHPDKF. The MHC is H-2-IAs with pseudo-sequence H-2-IAs. (4) The peptide sequence is IRDGLQYGWKTWGKN. The MHC is DRB1_0901 with pseudo-sequence DRB1_0901. The binding affinity (normalized) is 0.319.